The task is: Regression. Given a peptide amino acid sequence and an MHC pseudo amino acid sequence, predict their binding affinity value. This is MHC class II binding data.. This data is from Peptide-MHC class II binding affinity with 134,281 pairs from IEDB. (1) The MHC is HLA-DQA10103-DQB10603 with pseudo-sequence HLA-DQA10103-DQB10603. The peptide sequence is MGGLWKYLNAVSLCIHHHHHH. The binding affinity (normalized) is 0.214. (2) The peptide sequence is VAAFTEALRIIAGVL. The MHC is DRB1_0301 with pseudo-sequence DRB1_0301. The binding affinity (normalized) is 0.214. (3) The peptide sequence is NFTVGRIIELFTAKG. The MHC is HLA-DQA10201-DQB10202 with pseudo-sequence HLA-DQA10201-DQB10202. The binding affinity (normalized) is 0.268. (4) The peptide sequence is DTFRKLFDVYSNFLR. The MHC is DRB1_0901 with pseudo-sequence DRB1_0901. The binding affinity (normalized) is 0.239. (5) The peptide sequence is GELQIRDKIDAAFKI. The MHC is DRB3_0202 with pseudo-sequence DRB3_0202. The binding affinity (normalized) is 0.276. (6) The binding affinity (normalized) is 0.121. The MHC is DRB1_0401 with pseudo-sequence DRB1_0401. The peptide sequence is PDTTCSEIEEFRDRA. (7) The peptide sequence is ERRNKYLEEHPSAGK. The MHC is DRB1_0901 with pseudo-sequence DRB1_0901. The binding affinity (normalized) is 0.222. (8) The MHC is HLA-DPA10103-DPB10301 with pseudo-sequence HLA-DPA10103-DPB10301. The binding affinity (normalized) is 0.117. The peptide sequence is SADEVQRMMAEIDTD. (9) The peptide sequence is GEMLLRTAIGQVSRP. The MHC is DRB1_1302 with pseudo-sequence DRB1_1302. The binding affinity (normalized) is 0.209. (10) The peptide sequence is ASIVKASFEEGKCGL. The MHC is HLA-DQA10201-DQB10303 with pseudo-sequence HLA-DQA10201-DQB10303. The binding affinity (normalized) is 0.298.